Task: Predict the reaction yield, written as a fraction of the theoretical maximum amount of product (1.0 means a 100% yield; for example, 0.34 means a 34% yield).. Dataset: Reaction yield outcomes from USPTO patents with 853,638 reactions (1) The reactants are [Br:1][C:2]1[CH:3]=[CH:4][C:5](F)=[C:6]([CH:9]=1)[CH:7]=[O:8].C([O-])([O-])=O.[K+].[K+].[Cl:17][C:18]1[CH:19]=[C:20]([OH:25])[CH:21]=[CH:22][C:23]=1[Cl:24].O. The catalyst is CN(C=O)C. The product is [Br:1][C:2]1[CH:3]=[CH:4][C:5]([O:25][C:20]2[CH:21]=[CH:22][C:23]([Cl:24])=[C:18]([Cl:17])[CH:19]=2)=[C:6]([CH:9]=1)[CH:7]=[O:8]. The yield is 0.540. (2) The reactants are Br.[NH2:2][C:3]1[C:11]([OH:12])=[C:10]2[C:6]([CH2:7][CH2:8][C:9]2=[O:13])=[CH:5][CH:4]=1.C(N(CC)CC)C.[C:21](OC(=O)C)(=[O:23])[CH3:22].C(=O)([O-])O.[Na+]. The catalyst is O1CCCC1. The product is [OH:12][C:11]1[C:3]([NH:2][C:21](=[O:23])[CH3:22])=[CH:4][CH:5]=[C:6]2[C:10]=1[C:9](=[O:13])[CH2:8][CH2:7]2. The yield is 0.710. (3) The reactants are [Cl:1][C:2]1[CH:10]=[C:6]([C:7]([OH:9])=O)[C:5]([OH:11])=[CH:4][CH:3]=1.[NH2:12][C:13]1[CH:18]=[CH:17][N:16]=[C:15]([Cl:19])[CH:14]=1. No catalyst specified. The product is [Cl:1][C:2]1[CH:3]=[CH:4][C:5]([OH:11])=[C:6]([CH:10]=1)[C:7]([NH:12][C:13]1[CH:18]=[CH:17][N:16]=[C:15]([Cl:19])[CH:14]=1)=[O:9]. The yield is 0.122.